Dataset: Catalyst prediction with 721,799 reactions and 888 catalyst types from USPTO. Task: Predict which catalyst facilitates the given reaction. (1) Reactant: [CH3:1][O:2][C:3]1[C:4]2[N:12]=[C:11]([N:13]=[C:14](SC)SC)[S:10][C:5]=2[N:6]=[C:7]([CH3:9])[N:8]=1.Cl.Cl.[NH2:21][CH2:22][C@@:23]1([OH:31])[CH:28]2[CH2:29][CH2:30][N:25]([CH2:26][CH2:27]2)[CH2:24]1.C(=O)([O-])[O-].[Cs+].[Cs+].O. Product: [CH3:1][O:2][C:3]1[C:4]2[N:12]=[C:11]([NH:13][C:14]3[O:31][C@:23]4([CH2:22][N:21]=3)[CH:28]3[CH2:29][CH2:30][N:25]([CH2:26][CH2:27]3)[CH2:24]4)[S:10][C:5]=2[N:6]=[C:7]([CH3:9])[N:8]=1. The catalyst class is: 3. (2) Reactant: [OH:1][CH2:2][C:3](=[CH2:9])[C:4]([O:6][CH2:7][CH3:8])=[O:5].[Si:10](Cl)([C:13]([CH3:16])([CH3:15])[CH3:14])([CH3:12])[CH3:11].N1C=CN=C1. Product: [Si:10]([O:1][CH2:2][C:3](=[CH2:9])[C:4]([O:6][CH2:7][CH3:8])=[O:5])([C:13]([CH3:16])([CH3:15])[CH3:14])([CH3:12])[CH3:11]. The catalyst class is: 3. (3) Reactant: Cl.Br[CH2:3][C:4]1([CH3:28])[CH2:13][C:12]2[C:7](=[C:8]3[CH2:19][C:18]([CH3:21])([CH3:20])[O:17][C:9]3=[C:10]([O:14][CH2:15][CH3:16])[CH:11]=2)[C:6]([C:22]2[CH:27]=[CH:26][CH:25]=[CH:24][CH:23]=2)=[N:5]1.[H-].[Na+].[C:31]1(=[O:41])[NH:35][C:34](=[O:36])[C:33]2=[CH:37][CH:38]=[CH:39][CH:40]=[C:32]12.[K].O. Product: [CH2:15]([O:14][C:10]1[CH:11]=[C:12]2[C:7](=[C:8]3[CH2:19][C:18]([CH3:20])([CH3:21])[O:17][C:9]=13)[C:6]([C:22]1[CH:27]=[CH:26][CH:25]=[CH:24][CH:23]=1)=[N:5][C:4]([CH2:3][N:35]1[C:31](=[O:41])[C:32]3[C:33](=[CH:37][CH:38]=[CH:39][CH:40]=3)[C:34]1=[O:36])([CH3:28])[CH2:13]2)[CH3:16]. The catalyst class is: 9. (4) Product: [F:1][C:2]1[CH:10]=[C:9]([OH:13])[C:8]([F:12])=[CH:7][C:3]=1[C:4]([OH:6])=[O:5]. Reactant: [F:1][C:2]1[CH:10]=[C:9](F)[C:8]([F:12])=[CH:7][C:3]=1[C:4]([OH:6])=[O:5].[OH-:13].[Na+].Cl. The catalyst class is: 6. (5) Reactant: [CH2:1]([N:3](CC)CC)C.CN.[NH:10]1[C:18]2[C:13](=[N:14][CH:15]=[CH:16][CH:17]=2)[C:12]([CH2:19][C:20]([O:22]CC)=O)=[CH:11]1. Product: [CH3:1][NH:3][C:20](=[O:22])[CH2:19][C:12]1[C:13]2=[N:14][CH:15]=[CH:16][CH:17]=[C:18]2[NH:10][CH:11]=1. The catalyst class is: 83.